From a dataset of Forward reaction prediction with 1.9M reactions from USPTO patents (1976-2016). Predict the product of the given reaction. (1) Given the reactants [O:1]1[C:6]2[CH:7]=[CH:8][C:9]([NH:11][C:12]3[CH:17]=[C:16](I)[CH:15]=[CH:14][N:13]=3)=[CH:10][C:5]=2[O:4][CH2:3][CH2:2]1.[C:19]([C:22]1[CH:27]=[CH:26][C:25](B(O)O)=[CH:24][CH:23]=1)(=[O:21])[CH3:20], predict the reaction product. The product is: [O:1]1[C:6]2[CH:7]=[CH:8][C:9]([NH:11][C:12]3[CH:17]=[C:16]([C:25]4[CH:26]=[CH:27][C:22]([C:19](=[O:21])[CH3:20])=[CH:23][CH:24]=4)[CH:15]=[CH:14][N:13]=3)=[CH:10][C:5]=2[O:4][CH2:3][CH2:2]1. (2) Given the reactants C([O:4][C:5]1[CH:10]=[CH:9][C:8]([N+:11]([O-:13])=[O:12])=[CH:7][C:6]=1[F:14])C=C.C(N(CC)[C:18]1[CH:23]=CC=C[CH:19]=1)C, predict the reaction product. The product is: [CH2:23]([C:10]1[CH:9]=[C:8]([N+:11]([O-:13])=[O:12])[CH:7]=[C:6]([F:14])[C:5]=1[OH:4])[CH:18]=[CH2:19]. (3) Given the reactants [NH2:1][C:2]1[C:7]([C:8]#[N:9])=[C:6]([O:10][CH2:11][CH3:12])[N:5]=[C:4]([C:13]([NH:15][CH2:16][C:17]2[CH:29]=[CH:28][C:20]([O:21][CH2:22][C:23]([O:25]CC)=[O:24])=[CH:19][CH:18]=2)=[O:14])[CH:3]=1.CO.[OH-].[Na+].Cl, predict the reaction product. The product is: [NH2:1][C:2]1[C:7]([C:8]#[N:9])=[C:6]([O:10][CH2:11][CH3:12])[N:5]=[C:4]([C:13]([NH:15][CH2:16][C:17]2[CH:18]=[CH:19][C:20]([O:21][CH2:22][C:23]([OH:25])=[O:24])=[CH:28][CH:29]=2)=[O:14])[CH:3]=1. (4) Given the reactants [CH2:1]([C:3]([C:8]1[CH:13]=[CH:12][CH:11]=[C:10]([O:14][CH2:15][C:16]2[C:21]([CH3:22])=[CH:20][CH:19]=[CH:18][C:17]=2[CH3:23])[CH:9]=1)(C)[C:4]([O-:6])=[O:5])C.[OH-].[Na+], predict the reaction product. The product is: [CH3:22][C:21]1[CH:20]=[CH:19][CH:18]=[C:17]([CH3:23])[C:16]=1[CH2:15][O:14][C:10]1[CH:9]=[C:8]([CH:3]([CH3:1])[C:4]([OH:6])=[O:5])[CH:13]=[CH:12][CH:11]=1.